This data is from Reaction yield outcomes from USPTO patents with 853,638 reactions. The task is: Predict the reaction yield, written as a fraction of the theoretical maximum amount of product (1.0 means a 100% yield; for example, 0.34 means a 34% yield). (1) The reactants are [CH3:1][O:2][C:3]1[CH:4]=[C:5]([NH:11][C:12]2[C:13]([NH:22][S:23]([C:26]3[CH:34]=[CH:33][C:29]([C:30](O)=[O:31])=[CH:28][CH:27]=3)(=[O:25])=[O:24])=[N:14][C:15]3[C:20]([N:21]=2)=[CH:19][CH:18]=[CH:17][CH:16]=3)[CH:6]=[C:7]([O:9][CH3:10])[CH:8]=1.CCN=C=NCCCN(C)C.Cl.C1C=CC2N(O)N=NC=2C=1.CCN(C(C)C)C(C)C.[CH3:66][N:67]1[CH2:72][CH2:71][NH:70][CH2:69][CH2:68]1. The catalyst is C(Cl)Cl. The product is [CH3:10][O:9][C:7]1[CH:6]=[C:5]([NH:11][C:12]2[C:13]([NH:22][S:23]([C:26]3[CH:34]=[CH:33][C:29]([C:30]([N:70]4[CH2:71][CH2:72][N:67]([CH3:66])[CH2:68][CH2:69]4)=[O:31])=[CH:28][CH:27]=3)(=[O:25])=[O:24])=[N:14][C:15]3[C:20]([N:21]=2)=[CH:19][CH:18]=[CH:17][CH:16]=3)[CH:4]=[C:3]([O:2][CH3:1])[CH:8]=1. The yield is 0.900. (2) The reactants are [NH2:1][C:2]1[C:12](Br)=[CH:11][C:5]([C:6]([O:8][CH2:9][CH3:10])=[O:7])=[CH:4][N:3]=1.[C:14]1([C:20]#[CH:21])[CH:19]=[CH:18][CH:17]=[CH:16][CH:15]=1.C1(C)C=CC=CC=1.O1CCCC1. The catalyst is C1C=CC(P(C2C=CC=CC=2)[C-]2C=CC=C2)=CC=1.C1C=CC(P(C2C=CC=CC=2)[C-]2C=CC=C2)=CC=1.Cl[Pd]Cl.[Fe+2].[Cu]I.C(N(CC)CC)C. The product is [NH2:1][C:2]1[C:12]([C:21]#[C:20][C:14]2[CH:19]=[CH:18][CH:17]=[CH:16][CH:15]=2)=[CH:11][C:5]([C:6]([O:8][CH2:9][CH3:10])=[O:7])=[CH:4][N:3]=1. The yield is 0.770. (3) The reactants are [F:1][C:2]([F:17])([F:16])[C:3]1[CH:8]=[CH:7][C:6]([C:9]2([C:13](=[O:15])[CH3:14])[CH2:12][CH2:11][CH2:10]2)=[CH:5][CH:4]=1.C(O)(=O)C.[Br:22]Br.O. The catalyst is CO. The product is [Br:22][CH2:14][C:13]([C:9]1([C:6]2[CH:5]=[CH:4][C:3]([C:2]([F:16])([F:17])[F:1])=[CH:8][CH:7]=2)[CH2:10][CH2:11][CH2:12]1)=[O:15]. The yield is 0.800. (4) The reactants are C(OC([NH:8][C:9]1([CH3:37])[C:13]2([CH2:15][CH2:14]2)[CH2:12][N:11]([C:16]2[C:25]([O:26][CH3:27])=[C:24]3[C:19]([C:20](=[O:35])[C:21]([C:32]([OH:34])=[O:33])=[CH:22][N:23]3[C@@H:28]3[CH2:30][C@@H:29]3[F:31])=[CH:18][C:17]=2[F:36])[CH2:10]1)=O)(C)(C)C. The catalyst is Cl. The product is [NH2:8][C:9]1([CH3:37])[C:13]2([CH2:14][CH2:15]2)[CH2:12][N:11]([C:16]2[C:25]([O:26][CH3:27])=[C:24]3[C:19]([C:20](=[O:35])[C:21]([C:32]([OH:34])=[O:33])=[CH:22][N:23]3[C@@H:28]3[CH2:30][C@@H:29]3[F:31])=[CH:18][C:17]=2[F:36])[CH2:10]1. The yield is 0.920. (5) The catalyst is O1CCCC1.O. The reactants are Cl.[NH:2]1[CH2:5][CH:4]([OH:6])[CH2:3]1.C(N(CC)CC)C.Cl[C:15]([O:17][CH2:18][C:19]1[CH:24]=[CH:23][CH:22]=[CH:21][CH:20]=1)=[O:16]. The yield is 0.330. The product is [OH:6][CH:4]1[CH2:5][N:2]([C:15]([O:17][CH2:18][C:19]2[CH:24]=[CH:23][CH:22]=[CH:21][CH:20]=2)=[O:16])[CH2:3]1. (6) The reactants are [CH2:1]([N:3]([CH2:20][CH3:21])[C:4]([C:6]1[CH:11]=[CH:10][C:9]([C:12]2[CH:17]=[CH:16][CH:15]=[CH:14][C:13]=2[O:18]C)=[CH:8][CH:7]=1)=[O:5])[CH3:2].B(Br)(Br)Br. The catalyst is ClCCl. The product is [CH2:20]([N:3]([CH2:1][CH3:2])[C:4]([C:6]1[CH:11]=[CH:10][C:9]([C:12]2[CH:17]=[CH:16][CH:15]=[CH:14][C:13]=2[OH:18])=[CH:8][CH:7]=1)=[O:5])[CH3:21]. The yield is 0.970.